This data is from Reaction yield outcomes from USPTO patents with 853,638 reactions. The task is: Predict the reaction yield, written as a fraction of the theoretical maximum amount of product (1.0 means a 100% yield; for example, 0.34 means a 34% yield). (1) The reactants are [CH:1]1([C:4]2[S:8][CH:7]=[N:6][C:5]=2[CH2:9][N:10]2[C:15]3[N:16]=[C:17](S(C)=O)[N:18]=[CH:19][C:14]=3[CH:13]=[CH:12][C:11]2=[O:23])[CH2:3][CH2:2]1.[CH3:24][N:25]1[CH2:30][CH2:29][N:28]([C:31]2[CH:37]=[CH:36][C:34]([NH2:35])=[CH:33][CH:32]=2)[CH2:27][CH2:26]1. No catalyst specified. The product is [CH:1]1([C:4]2[S:8][CH:7]=[N:6][C:5]=2[CH2:9][N:10]2[C:15]3[N:16]=[C:17]([NH:35][C:34]4[CH:33]=[CH:32][C:31]([N:28]5[CH2:27][CH2:26][N:25]([CH3:24])[CH2:30][CH2:29]5)=[CH:37][CH:36]=4)[N:18]=[CH:19][C:14]=3[CH:13]=[CH:12][C:11]2=[O:23])[CH2:3][CH2:2]1. The yield is 0.100. (2) The reactants are [C:1]([O:5][C:6]([N:8]1[C:12]([NH:13][C:14](=[O:21])[CH:15]([CH3:20])[CH2:16][CH2:17][CH2:18]Br)=[CH:11][C:10]([C:22]2[CH:27]=[CH:26][C:25]([O:28][CH3:29])=[CH:24][CH:23]=2)=[N:9]1)=[O:7])([CH3:4])([CH3:3])[CH3:2].C(N(CC)CC)C.[N:37]1([C:44](=[O:46])[CH3:45])[CH2:43][CH2:42][CH2:41][NH:40][CH2:39][CH2:38]1.C([O-])(O)=O.[Na+]. The catalyst is C(Cl)Cl. The product is [C:1]([O:5][C:6]([N:8]1[C:12]([NH:13][C:14](=[O:21])[CH:15]([CH3:20])[CH2:16][CH2:17][CH2:18][N:40]2[CH2:41][CH2:42][CH2:43][N:37]([C:44](=[O:46])[CH3:45])[CH2:38][CH2:39]2)=[CH:11][C:10]([C:22]2[CH:27]=[CH:26][C:25]([O:28][CH3:29])=[CH:24][CH:23]=2)=[N:9]1)=[O:7])([CH3:4])([CH3:3])[CH3:2]. The yield is 0.540. (3) The reactants are [NH2:1][C:2]1[CH:7]=[CH:6][CH:5]=[C:4]([NH2:8])[N:3]=1.F[C:10]1[CH:15]=[CH:14][C:13]([N+:16]([O-:18])=[O:17])=[CH:12][CH:11]=1.[H-].[Na+].[NH4+].[Cl-]. The catalyst is CN(C=O)C. The product is [N+:16]([C:13]1[CH:14]=[CH:15][C:10]([NH:1][C:2]2[CH:7]=[CH:6][CH:5]=[C:4]([NH2:8])[N:3]=2)=[CH:11][CH:12]=1)([O-:18])=[O:17]. The yield is 0.760. (4) The reactants are C(Cl)CCl.C1C=CC2N(O)N=[N:11]C=2C=1.[N:15]1([CH2:21][C:22]([OH:24])=O)[CH2:20][CH2:19][O:18][CH2:17][CH2:16]1.C(N(CC)CC)C. The catalyst is CN(C=O)C. The product is [N:15]1([CH2:21][C:22]([NH2:11])=[O:24])[CH2:20][CH2:19][O:18][CH2:17][CH2:16]1. The yield is 0.330.